Dataset: Experimentally validated miRNA-target interactions with 360,000+ pairs, plus equal number of negative samples. Task: Binary Classification. Given a miRNA mature sequence and a target amino acid sequence, predict their likelihood of interaction. (1) The protein sequence of the target gene is MVARNQVAADNAISPAAEPRRRSEPSSSSSSSSPAAPVRPRPCPAVPAPAPGDTHFRTFRSHSDYRRITRTSALLDACGFYWGPLSVHGAHERLRAEPVGTFLVRDSRQRNCFFALSVKMASGPTSIRVHFQAGRFHLDGSRETFDCLFELLEHYVAAPRRMLGAPLRQRRVRPLQELCRQRIVAAVGRENLARIPLNPVLRDYLSSFPFQI. The miRNA is rno-miR-16-5p with sequence UAGCAGCACGUAAAUAUUGGCG. Result: 0 (no interaction). (2) The miRNA is hsa-miR-548ac with sequence CAAAAACCGGCAAUUACUUUUG. The protein sequence of the target gene is MANLDKYTETFKMGSNSTSTAEIYCNVTNVKFQYSLYATTYILIFIPGLLANSAALWVLCRFISKKNKAIIFMINLSVADLAHVLSLPLRIYYYISHHWPFQRALCLLCFYLKYLNMYASICFLTCISLQRCFFLLKPFRARDWKRRYDVGISAAIWIVVGTACLPFPILRSTDLNNNKSCFADLGYKQMNAVALVGMITVAELAGFVIPVIIIAWCTWKTTISLRQPPMAFQGISERQKALRMVFMCAAVFFICFTPYHINFIFYTMVKETIISSCPVVRIALYFHPFCLCLASLCCLL.... Result: 1 (interaction). (3) The miRNA is mmu-miR-466i-5p with sequence UGUGUGUGUGUGUGUGUGUG. The protein sequence of the target gene is MSWLFPLAKSASSSAAGSPAGLTSLQQQKQRLIESLRNSHSSIAEIQKDVEYRLPFTVNNLTININILLPPQFPQEKPVISVYPPIRHHLMDSQGLYVTSPLVSNFTMHSDLGKIIQSLLDEFWKNPPVLAPTSTTFPYLYSNPGGMPPYPSQGFPFLPPYPPPEANRNITSLSVADTVSSSTTSYTAAKPVAPSFGILSSLPLPVPTTESSASVNQNGFGYKMPDIPDAFPELSELSVSQLTDMNEQEEVLLEQFLMLPQLKQIITDKEDLVKNIEELARKNLLLEHSLEGKRQTVLDK.... Result: 1 (interaction). (4) The protein sequence of the target gene is MEGLAGYVYKAASEGKVLTLAALLLNRSESDIRYLLGYVSQQGGQRSTPLIIAARNGHAKVVRLLLEHYRVQTQQTGTVRFDGYVIDGATALWCAAGAGHFEVVKLLVSHGANVNHTTVTNSTPLRAACFDGRLDIVKYLVENNANISIANKYDNTCLMIAAYKGHTDVVRYLLEQRADPNAKAHCGATALHFAAEAGHIDIVKELIKWRAAIVVNGHGMTPLKVAAESCKADVVELLLSHADCDRRSRIEALELLGASFANDRENYDIMKTYHYLYLAMLERFQDGDNILEKEVLPPIH.... Result: 0 (no interaction). The miRNA is hsa-miR-7974 with sequence AGGCUGUGAUGCUCUCCUGAGCCC. (5) The miRNA is mmu-miR-450b-5p with sequence UUUUGCAGUAUGUUCCUGAAUA. The protein sequence of the target gene is MAAFRDIEEVSQGLLSLLGANRAEAQQRRLLGRHEQVVERLLETQDGAEKQLREILTMEKEVAQSLLNAKEQVHQGGVELQQLEAGLQEAGEEDTRLKASLLYLTRELEELKEIEADLERQEKEVDEDTTVTIPSAVYVAQLYHQVSKIEWDYECEPGMVKGIHHGPSVAQPIHLDSTQLSRKFISDYLWSLVDTEW. Result: 0 (no interaction). (6) The miRNA is hsa-miR-4285 with sequence GCGGCGAGUCCGACUCAU. The protein sequence of the target gene is MPERDSEPFSNPLAPDGHDVDDPHSFHQSKLTNEDFRKLLMTPRAAPTSAPPSKSRHHEMPREYNEDEDPAARRRKKKSYYAKLRQQEIERERELAEKYRDRAKERRDGVNKDYEETELISTTANYRAVGPTAEADKSAAEKRRQLIQESKFLGGDMEHTHLVKGLDFALLQKVRAEIASKEKEEEELMEKPQKETKKDEDPENKIEFKTRLGRNVYRMLFKSKAYERNELFLPGRMAYVVDLDDEYADTDIPTTLIRSKADCPTMEAQTTLTTNDIVISKLTQILSYLRQGTRNKKLKK.... Result: 0 (no interaction). (7) The miRNA is hsa-miR-144-3p with sequence UACAGUAUAGAUGAUGUACU. The protein sequence of the target gene is MAAGGRMEDGSLDITQSIEDDPLLDAQLLPHHSLQAHFRPRFHPLPTVIIVNLLWFIHLVFVVLAFLTGVLCSYPNPNEDKCPGNYTNPLKVQTVIILGKVILWILHLLLECYIQYHHSKIRNRGYNLIYRSTRHLKRLALMIQSSGNTVLLLILCMQHSFPEPGRLYLDLILAILALELICSLICLLIYTVKIRRFNKAKPEPDILEEEKIYAYPSNITSETGFRTISSLEEIVEKQGDTIEYLKRHNALLSKRLLALTSSDLGCQPSRT. Result: 1 (interaction). (8) The miRNA is hsa-miR-3148 with sequence UGGAAAAAACUGGUGUGUGCUU. The protein sequence of the target gene is MAQQNMKVRPVLLKRNSLESVEFVKQPHHRRSKSQQVRFKEDGTTKNPTGLAEVDVQTPEDPAVMGKTQATRHHLPPTYSLSFPRSQKAGGFRNIAIQTSPSLRKHFPVFKRKRLTASKSLVEMPTASQSAIQVNGNLSEQDIVSSDLAYLRLAQHLEDGPRRVKVSHAFLPRVPKVQSNGPVSICLEAGTWRSLEKATAAIQVPDDIYHSPSWEARESALSPDRSAEVSNSIHPLDDTRPGDGRRVTPLDSEKSTSCLNATSVASHTPGTEELKPELLLPKDNSDDKDLGSLSSQSKET.... Result: 0 (no interaction). (9) The miRNA is mmu-miR-879-3p with sequence GCUUAUGGCUUCAAGCUUUCGG. The protein sequence of the target gene is MATIKSELIKNFAEEEAIHHNKISIVGTGSVGVACAISILLKGLSDELVLVDVDEGKLKGETMDLQHGSPFMKMPNIVSSKDYLVTANSNLVIITAGARQKKGETRLDLVQRNVSIFKLMIPNITQYSPHCKLLIVTNPVDILTYVAWKLSGFPKNRVIGSGCNLDSARFRYFIGQRLGIHSESCHGLILGEHGDSSVPVWSGVNIAGVPLKDLNPDIGTDKDPEQWENVHKKVISSGYEMVKMKGYTSWGISLSVADLTESILKNLRRVHPVSTLSKGLYGINEDIFLSVPCILGENGI.... Result: 0 (no interaction).